Dataset: Forward reaction prediction with 1.9M reactions from USPTO patents (1976-2016). Task: Predict the product of the given reaction. (1) Given the reactants [C@H:1]12[CH2:7][C@H:4]([NH:5][CH2:6]1)[CH2:3][N:2]2[C:8]([O:10][C:11]([CH3:14])([CH3:13])[CH3:12])=[O:9].Cl[C:16]1[CH:21]=[CH:20][C:19]([Cl:22])=[CH:18][N:17]=1, predict the reaction product. The product is: [Cl:22][C:19]1[CH:20]=[CH:21][C:16]([N:5]2[CH2:6][C@@H:1]3[CH2:7][C@H:4]2[CH2:3][N:2]3[C:8]([O:10][C:11]([CH3:14])([CH3:13])[CH3:12])=[O:9])=[N:17][CH:18]=1. (2) Given the reactants C(OC([N:8]1[C:12]2[C:13](Cl)=[N:14][CH:15]=[C:16]([C:17]([OH:19])=[O:18])[C:11]=2[C:10]([CH3:21])=[CH:9]1)=O)(C)(C)C.[Cl:22][C:23]1[CH:24]=[C:25]([CH:27]=[CH:28][CH:29]=1)[NH2:26], predict the reaction product. The product is: [Cl:22][C:23]1[CH:24]=[C:25]([NH:26][C:13]2[C:12]3[NH:8][CH:9]=[C:10]([CH3:21])[C:11]=3[C:16]([C:17]([OH:19])=[O:18])=[CH:15][N:14]=2)[CH:27]=[CH:28][CH:29]=1.